This data is from Forward reaction prediction with 1.9M reactions from USPTO patents (1976-2016). The task is: Predict the product of the given reaction. Given the reactants [CH3:1][CH:2]([C:4]1[CH:11]=[C:10]([OH:12])[C:8](=[O:9])[CH:7]=[CH:6][CH:5]=1)[CH3:3].[S:13]1[CH:17]=[CH:16][N:15]=[C:14]1[N:18]1[CH2:23][CH2:22][NH:21][CH2:20][CH2:19]1.[C:24](O)(=O)C.C=O, predict the reaction product. The product is: [OH:12][C:10]1[C:8](=[O:9])[C:7]([CH2:24][N:21]2[CH2:20][CH2:19][N:18]([C:14]3[S:13][CH:17]=[CH:16][N:15]=3)[CH2:23][CH2:22]2)=[CH:6][CH:5]=[C:4]([CH:2]([CH3:1])[CH3:3])[CH:11]=1.